Dataset: Reaction yield outcomes from USPTO patents with 853,638 reactions. Task: Predict the reaction yield, written as a fraction of the theoretical maximum amount of product (1.0 means a 100% yield; for example, 0.34 means a 34% yield). The reactants are [CH3:1][O:2][C:3]1[C:8]([CH3:9])=[CH:7][C:6]([N+:10]([O-:12])=[O:11])=[CH:5][N:4]=1.Cl[CH2:14][C:15]([O:17][C:18]([CH3:21])([CH3:20])[CH3:19])=[O:16].CC(C)([O-])C.[K+]. The catalyst is C1COCC1. The product is [CH3:1][O:2][C:3]1[N:4]=[C:5]([CH2:14][C:15]([O:17][C:18]([CH3:21])([CH3:20])[CH3:19])=[O:16])[C:6]([N+:10]([O-:12])=[O:11])=[CH:7][C:8]=1[CH3:9]. The yield is 0.720.